This data is from Peptide-MHC class I binding affinity with 185,985 pairs from IEDB/IMGT. The task is: Regression. Given a peptide amino acid sequence and an MHC pseudo amino acid sequence, predict their binding affinity value. This is MHC class I binding data. (1) The peptide sequence is SDYLALDTI. The MHC is Patr-B2401 with pseudo-sequence Patr-B2401. The binding affinity (normalized) is 0.763. (2) The peptide sequence is WQQLLALADRI. The MHC is Mamu-A07 with pseudo-sequence Mamu-A07. The binding affinity (normalized) is 0. (3) The peptide sequence is KLADMSIYC. The MHC is HLA-A02:12 with pseudo-sequence HLA-A02:12. The binding affinity (normalized) is 0.898. (4) The peptide sequence is DPPEPLVRI. The MHC is HLA-B18:01 with pseudo-sequence HLA-B18:01. The binding affinity (normalized) is 0.0847. (5) The peptide sequence is AETFYVDGA. The MHC is HLA-B40:01 with pseudo-sequence HLA-B40:01. The binding affinity (normalized) is 0.0847. (6) The peptide sequence is RASLIPDATH. The MHC is HLA-A33:01 with pseudo-sequence HLA-A33:01. The binding affinity (normalized) is 0. (7) The MHC is HLA-A69:01 with pseudo-sequence HLA-A69:01. The binding affinity (normalized) is 0.601. The peptide sequence is NLVPMVATV.